From a dataset of Forward reaction prediction with 1.9M reactions from USPTO patents (1976-2016). Predict the product of the given reaction. (1) Given the reactants [NH:1]1[CH2:6][CH2:5][CH:4]([NH:7][C:8]2[O:9][C:10]3[CH:16]=[CH:15][C:14]([C:17]#[N:18])=[CH:13][C:11]=3[N:12]=2)[CH2:3][CH2:2]1.ClC1OC2C=CC(C#N)=CC=2N=1.[C:31]([O:35][C:36](N1CCC(N)CC1)=[O:37])([CH3:34])([CH3:33])[CH3:32], predict the reaction product. The product is: [C:31]([O:35][C:36]([N:1]1[CH2:2][CH2:3][CH:4]([NH:7][C:8]2[O:9][C:10]3[CH:16]=[CH:15][C:14]([C:17]#[N:18])=[CH:13][C:11]=3[N:12]=2)[CH2:5][CH2:6]1)=[O:37])([CH3:34])([CH3:33])[CH3:32]. (2) Given the reactants [CH3:1][N:2]([CH3:49])[CH2:3][C:4]([N:6]1[C:15]2[C:10](=[CH:11][C:12]([O:47][CH3:48])=[C:13]([NH:16][C:17]3[N:30]4[C:21](=[N:22][C:23]5[C:28]([C:29]4=[O:31])=[C:27]([F:32])[C:26]([F:33])=[CH:25][CH:24]=5)[C:20]4[CH:34]=[CH:35][N:36]([S:37]([C:40]5[CH:45]=[CH:44][C:43]([CH3:46])=[CH:42][CH:41]=5)(=[O:39])=[O:38])[C:19]=4[N:18]=3)[CH:14]=2)C[CH2:8][CH2:7]1)=[O:5].[OH-].[NH4+:51].[CH2:52]1[CH2:56]OC[CH2:53]1, predict the reaction product. The product is: [CH3:1][N:2]([CH3:49])[CH2:3][C:4]([N:6]1[C:15]2[C:10](=[CH:11][C:12]([O:47][CH3:48])=[C:13]([NH:16][C:17]3[N:30]=[C:21]([NH:22][C:23]4[C:28]([C:29]([NH:51][CH:52]([CH3:56])[CH3:53])=[O:31])=[C:27]([F:32])[C:26]([F:33])=[CH:25][CH:24]=4)[C:20]4[CH:34]=[CH:35][N:36]([S:37]([C:40]5[CH:45]=[CH:44][C:43]([CH3:46])=[CH:42][CH:41]=5)(=[O:39])=[O:38])[C:19]=4[N:18]=3)[CH:14]=2)[CH2:8][CH2:7]1)=[O:5]. (3) Given the reactants Cl[C:2]1[N:10]=[CH:9][N:8]=[C:7]2[C:3]=1[N:4]=[CH:5][N:6]2[CH:11]=[CH2:12].[CH3:13][P:14]([CH3:23])([C:16]1[CH:22]=[CH:21][C:19]([NH2:20])=[CH:18][CH:17]=1)=[O:15].Cl.N1C=CC=CC=1, predict the reaction product. The product is: [CH3:23][P:14]([C:16]1[CH:22]=[CH:21][C:19]([NH:20][C:2]2[N:10]=[CH:9][N:8]=[C:7]3[C:3]=2[N:4]=[CH:5][N:6]3[CH:11]=[CH2:12])=[CH:18][CH:17]=1)([CH3:13])=[O:15]. (4) The product is: [CH3:11][N:12]([CH3:15])[CH2:13][CH2:9][C:8]([C:4]1[CH:5]=[CH:6][CH:7]=[C:2]([F:1])[CH:3]=1)=[O:10]. Given the reactants [F:1][C:2]1[CH:3]=[C:4]([C:8](=[O:10])[CH3:9])[CH:5]=[CH:6][CH:7]=1.[CH3:11][NH:12][CH3:13].Cl.[CH2:15](O)C, predict the reaction product. (5) Given the reactants [CH3:1][CH:2]([CH3:26])[CH2:3][NH:4][CH2:5][C@H:6]1[CH2:11][N:10]([C:12]([O:14][C:15]([CH3:18])([CH3:17])[CH3:16])=[O:13])[CH2:9][CH2:8][N:7]1[C:19]([O:21][C:22]([CH3:25])([CH3:24])[CH3:23])=[O:20].CCN(C(C)C)C(C)C.[CH3:36][S:37](Cl)(=[O:39])=[O:38], predict the reaction product. The product is: [CH3:1][CH:2]([CH3:26])[CH2:3][N:4]([CH2:5][C@H:6]1[CH2:11][N:10]([C:12]([O:14][C:15]([CH3:16])([CH3:17])[CH3:18])=[O:13])[CH2:9][CH2:8][N:7]1[C:19]([O:21][C:22]([CH3:24])([CH3:23])[CH3:25])=[O:20])[S:37]([CH3:36])(=[O:39])=[O:38]. (6) Given the reactants [Cl:1][C:2]1[CH:3]=[C:4]([N:9]2[C:13](=[O:14])[C@@H:12]3[CH2:15][C@@H:16]([OH:18])[CH2:17][N:11]3[C:10]2=[O:19])[CH:5]=[C:6]([Cl:8])[CH:7]=1.C1C=C[NH+]=CC=1.C1C=C[NH+]=CC=1.[O-][Cr](O[Cr]([O-])(=O)=O)(=O)=O, predict the reaction product. The product is: [Cl:1][C:2]1[CH:3]=[C:4]([N:9]2[C:13](=[O:14])[C@@H:12]3[CH2:15][C:16](=[O:18])[CH2:17][N:11]3[C:10]2=[O:19])[CH:5]=[C:6]([Cl:8])[CH:7]=1. (7) Given the reactants [NH2:1][C:2]1[C:7]2[C:8]([C:11]3[CH:16]=[CH:15][C:14]([NH:17]C(=O)OC(C)(C)C)=[C:13]([O:25][CH3:26])[CH:12]=3)=[CH:9][O:10][C:6]=2[C:5]([I:27])=[CH:4][N:3]=1.FC(F)(F)C(O)=O, predict the reaction product. The product is: [NH2:17][C:14]1[CH:15]=[CH:16][C:11]([C:8]2[C:7]3[C:2]([NH2:1])=[N:3][CH:4]=[C:5]([I:27])[C:6]=3[O:10][CH:9]=2)=[CH:12][C:13]=1[O:25][CH3:26].